From a dataset of Experimentally validated miRNA-target interactions with 360,000+ pairs, plus equal number of negative samples. Binary Classification. Given a miRNA mature sequence and a target amino acid sequence, predict their likelihood of interaction. (1) The miRNA is hsa-miR-3915 with sequence UUGAGGAAAAGAUGGUCUUAUU. The protein sequence of the target gene is MAALRRMLHLPSLMMGTCRPFAGSLADSCLADRCLWDRLHAQPRLGTVPTFDWFFGYDEVQGLLLPLLQEAQAASPLRVLDVGCGTSSLCTGLYTKSPHPVDVLGVDFSPVAVAHMNSLLEGGPGQTPLCPGHPASSLHFMHADAQNLGAVASSGSFQLLLDKGTWDAVARGGLPRAYQLLSECLRVLNPQGTLIQFSDEDPDVRLPCLEQGSYGWTVTVQELGPFRGITYFAYLIQGSH. Result: 1 (interaction). (2) The miRNA is mmu-miR-29a-3p with sequence UAGCACCAUCUGAAAUCGGUUA. The protein sequence of the target gene is MSSQSHPDGLSGRDQPVELLNPARVNHMPSTVDVATALPLQVAPTAVPMDLRLDHQFSLPLEPALREQQLQQELLALKQKQQIQRQILIAEFQRQHEQLSRQHEAQLHEHIKQQQEMLAMKHQQELLEHQRKLERHRQEQELEKQHREQKLQQLKNKEKGKESAVASTEVKMKLQEFVLNKKKALAHRNLNHCISSDPRYWYGKTQHSSLDQSSPPQSGVSASYNHPVLGMYDAKDDFPLRKTASEPNLKLRSRLKQKVAERRSSPLLRRKDGPVATALKKRPLDVTDSACSSAPGSGPS.... Result: 1 (interaction).